This data is from NCI-60 drug combinations with 297,098 pairs across 59 cell lines. The task is: Regression. Given two drug SMILES strings and cell line genomic features, predict the synergy score measuring deviation from expected non-interaction effect. Drug 1: C1CN1C2=NC(=NC(=N2)N3CC3)N4CC4. Drug 2: C1CCC(CC1)NC(=O)N(CCCl)N=O. Cell line: DU-145. Synergy scores: CSS=22.8, Synergy_ZIP=5.54, Synergy_Bliss=1.55, Synergy_Loewe=-31.5, Synergy_HSA=0.838.